This data is from Catalyst prediction with 721,799 reactions and 888 catalyst types from USPTO. The task is: Predict which catalyst facilitates the given reaction. (1) Reactant: [I:1][C:2]1[CH:3]=[CH:4][C:5]([NH:8][NH2:9])=[N:6][CH:7]=1.[N:10]1([CH2:16][CH2:17][O:18][C:19]2[CH:20]=[C:21]([CH:24]=[CH:25][CH:26]=2)[CH:22]=O)[CH2:15][CH2:14][O:13][CH2:12][CH2:11]1. Product: [I:1][C:2]1[CH:3]=[CH:4][C:5]([NH:8]/[N:9]=[CH:22]/[C:21]2[CH:24]=[CH:25][CH:26]=[C:19]([O:18][CH2:17][CH2:16][N:10]3[CH2:15][CH2:14][O:13][CH2:12][CH2:11]3)[CH:20]=2)=[N:6][CH:7]=1. The catalyst class is: 14. (2) Reactant: C1CCN2[C:4](=[N:5]CCC2)CC1.[Br:12][C:13]1[C:22]2[C:17](=[CH:18][CH:19]=[CH:20][CH:21]=2)[CH:16]=[N+:15]([O-])[CH:14]=1.C([Si](C)(C)C)#N. Product: [Br:12][C:13]1[C:22]2[C:17](=[CH:18][CH:19]=[CH:20][CH:21]=2)[C:16]([C:4]#[N:5])=[N:15][CH:14]=1. The catalyst class is: 1.